This data is from Catalyst prediction with 721,799 reactions and 888 catalyst types from USPTO. The task is: Predict which catalyst facilitates the given reaction. The catalyst class is: 1. Reactant: [F:1][C:2]1[CH:3]=[C:4]([CH:7]=[C:8]([CH:10]2[CH2:15][CH2:14][C:13]([O:16][Si](C(C)C)(C(C)C)C(C)C)=[CH:12][CH2:11]2)[CH:9]=1)[C:5]#[N:6].O.C([O-])(=O)C.[Na+].[Br:33]N1C(=O)CCC1=O. Product: [Br:33][CH:12]1[C:13](=[O:16])[CH2:14][CH2:15][CH:10]([C:8]2[CH:7]=[C:4]([CH:3]=[C:2]([F:1])[CH:9]=2)[C:5]#[N:6])[CH2:11]1.